This data is from Forward reaction prediction with 1.9M reactions from USPTO patents (1976-2016). The task is: Predict the product of the given reaction. (1) The product is: [CH2:1]([O:8][C:9](=[O:35])[CH2:10][C@@H:11]([N:24]1[CH:28]=[CH:27][C:26]([C:29]2[CH:30]=[CH:31][C:32]([C:96]3[CH:101]=[CH:100][C:99]([C:102](=[O:104])[NH2:103])=[CH:98][CH:97]=3)=[CH:33][CH:34]=2)=[CH:25]1)[C:12]([NH:14][C@H:15]([C:20](=[O:23])[NH:21][CH3:22])[C:16]([CH3:19])([CH3:18])[CH3:17])=[O:13])[C:2]1[CH:7]=[CH:6][CH:5]=[CH:4][CH:3]=1. Given the reactants [CH2:1]([O:8][C:9](=[O:35])[CH2:10][C@@H:11]([N:24]1[CH:28]=[CH:27][C:26]([C:29]2[CH:34]=[CH:33][CH:32]=[CH:31][CH:30]=2)=[CH:25]1)[C:12]([NH:14][C@H:15]([C:20](=[O:23])[NH:21][CH3:22])[C:16]([CH3:19])([CH3:18])[CH3:17])=[O:13])[C:2]1[CH:7]=[CH:6][CH:5]=[CH:4][CH:3]=1.C(OC(=O)C[C@@H](NC(OC(C)(C)C)=O)C(N[C@H](C(=O)NC)C(C)(C)C)=O)C1C=CC=CC=1.C(C(NC(=O)[C@H](N1C=CC(C2C=CC([C:96]3[CH:101]=[CH:100][C:99]([C:102](=[O:104])[NH2:103])=[CH:98][CH:97]=3)=CC=2)=C1)CC(O)=O)CO)C1C=CC=CC=1, predict the reaction product. (2) Given the reactants [Cl:1][C:2]1[CH:3]=[C:4]2[C:9](=[CH:10][CH:11]=1)[NH:8][CH:7]([C:12]1[CH:13]=[C:14]([NH2:18])[CH:15]=[CH:16][CH:17]=1)[CH2:6][C:5]2([CH3:20])[CH3:19].[CH3:21][C:22]1[CH:27]=[CH:26][C:25]([S:28](Cl)(=[O:30])=[O:29])=[CH:24][CH:23]=1, predict the reaction product. The product is: [Cl:1][C:2]1[CH:3]=[C:4]2[C:9](=[CH:10][CH:11]=1)[NH:8][CH:7]([C:12]1[CH:13]=[C:14]([NH:18][S:28]([C:25]3[CH:26]=[CH:27][C:22]([CH3:21])=[CH:23][CH:24]=3)(=[O:30])=[O:29])[CH:15]=[CH:16][CH:17]=1)[CH2:6][C:5]2([CH3:20])[CH3:19]. (3) Given the reactants [Cl:1][C:2]1[CH:3]=[C:4]([NH:19][C:20]2[C:30]3[CH:29]=[C:28]([CH2:31][N:32]([CH2:45][CH2:46][O:47][CH3:48])S(C4C=CC=CC=4[N+]([O-])=O)(=O)=O)[CH2:27][CH2:26][NH:25][C:24]=3[N:23]=[CH:22][N:21]=2)[CH:5]=[CH:6][C:7]=1[O:8][C:9]1[CH:14]=[CH:13][CH:12]=[C:11]([C:15]([F:18])([F:17])[F:16])[CH:10]=1.SCCO, predict the reaction product. The product is: [ClH:1].[ClH:1].[Cl:1][C:2]1[CH:3]=[C:4]([NH:19][C:20]2[C:30]3[CH:29]=[C:28]([CH2:31][NH:32][CH2:45][CH2:46][O:47][CH3:48])[CH2:27][CH2:26][NH:25][C:24]=3[N:23]=[CH:22][N:21]=2)[CH:5]=[CH:6][C:7]=1[O:8][C:9]1[CH:14]=[CH:13][CH:12]=[C:11]([C:15]([F:18])([F:17])[F:16])[CH:10]=1.